Dataset: Catalyst prediction with 721,799 reactions and 888 catalyst types from USPTO. Task: Predict which catalyst facilitates the given reaction. (1) Reactant: [NH2:1][C@:2]([CH3:12])([CH2:5][CH2:6][C:7]1[O:8][CH:9]=[CH:10][CH:11]=1)[CH2:3][OH:4].[C:13](OC(OC(C)(C)C)=O)(OC(C)(C)C)=[O:14].C(N(CC)CC)C.O. Product: [CH3:12][C@@:2]1([CH2:5][CH2:6][C:7]2[O:8][CH:9]=[CH:10][CH:11]=2)[CH2:3][O:4][C:13](=[O:14])[NH:1]1. The catalyst class is: 112. (2) Reactant: [CH3:1][O:2][C:3]1[C:4]([CH3:31])=[C:5]([C:22]([O:29][CH3:30])=[C:23]([O:27][CH3:28])[C:24]=1[O:25][CH3:26])[CH2:6][C:7]1[CH:15]=[CH:14][C:10]([C:11](O)=[O:12])=[C:9]([C:16]2[CH:17]=[N:18][CH:19]=[CH:20][CH:21]=2)[CH:8]=1.[F:32][C:33]([F:42])([F:41])[C:34]1[CH:40]=[CH:39][C:37]([NH2:38])=[CH:36][CH:35]=1.C(N(CC)CC)C.[Cl-].ClC1N(C)CC[NH+]1C. Product: [CH3:1][O:2][C:3]1[C:4]([CH3:31])=[C:5]([C:22]([O:29][CH3:30])=[C:23]([O:27][CH3:28])[C:24]=1[O:25][CH3:26])[CH2:6][C:7]1[CH:15]=[CH:14][C:10]([C:11]([NH:38][C:37]2[CH:39]=[CH:40][C:34]([C:33]([F:41])([F:42])[F:32])=[CH:35][CH:36]=2)=[O:12])=[C:9]([C:16]2[CH:17]=[N:18][CH:19]=[CH:20][CH:21]=2)[CH:8]=1. The catalyst class is: 2. (3) The catalyst class is: 314. Reactant: [N+:1]([C:4]1[S:8][C:7]([C:9]([O:11][C:12]([CH3:15])([CH3:14])[CH3:13])=[O:10])=[CH:6][CH:5]=1)([O-])=O.[Cl-].[NH4+]. Product: [NH2:1][C:4]1[S:8][C:7]([C:9]([O:11][C:12]([CH3:15])([CH3:14])[CH3:13])=[O:10])=[CH:6][CH:5]=1. (4) Reactant: [NH2:1][C@H:2]([C:7]([O:9][CH:10]1[CH2:14][CH2:13][CH2:12][CH2:11]1)=[O:8])[CH2:3][CH:4]([CH3:6])[CH3:5].[N+:15]([C:18]1[CH:25]=[CH:24][C:21]([CH:22]=O)=[CH:20][CH:19]=1)([O-:17])=[O:16].C(O[BH-](OC(=O)C)OC(=O)C)(=O)C.[Na+].Cl.[OH-].[Na+]. Product: [CH3:5][CH:4]([CH3:6])[CH2:3][C@H:2]([NH:1][CH2:22][C:21]1[CH:24]=[CH:25][C:18]([N+:15]([O-:17])=[O:16])=[CH:19][CH:20]=1)[C:7]([O:9][CH:10]1[CH2:11][CH2:12][CH2:13][CH2:14]1)=[O:8]. The catalyst class is: 322. (5) The catalyst class is: 6. Reactant: N[C:2]1[CH:3]=[C:4]2[C:17](=[CH:18][CH:19]=1)[CH2:16][C@:6]1([C:14]3[C:9](=[N:10][CH:11]=[CH:12][CH:13]=3)[NH:8][C:7]1=[O:15])[CH2:5]2.N([O-])=O.[Na+].[NH4+].[OH-].[BrH:26]. Product: [Br:26][C:2]1[CH:3]=[C:4]2[C:17](=[CH:18][CH:19]=1)[CH2:16][C@:6]1([C:14]3[C:9](=[N:10][CH:11]=[CH:12][CH:13]=3)[NH:8][C:7]1=[O:15])[CH2:5]2. (6) Reactant: [S:1]1[C:5]([C:6](=O)[CH3:7])=[CH:4][N:3]=[CH:2]1.[Br:9][C:10]1[CH:11]=[CH:12][C:13]([N+:18]([O-])=O)=[C:14]([CH:17]=1)[CH:15]=O.[OH-].[K+]. Product: [Br:9][C:10]1[CH:17]=[C:14]2[C:13](=[CH:12][CH:11]=1)[N:18]=[C:6]([C:5]1[S:1][CH:2]=[N:3][CH:4]=1)[CH:7]=[CH:15]2. The catalyst class is: 14.